This data is from Peptide-MHC class II binding affinity with 134,281 pairs from IEDB. The task is: Regression. Given a peptide amino acid sequence and an MHC pseudo amino acid sequence, predict their binding affinity value. This is MHC class II binding data. (1) The peptide sequence is KNVLKVGRLSAEELM. The MHC is H-2-IAd with pseudo-sequence H-2-IAd. The binding affinity (normalized) is 0.730. (2) The peptide sequence is LNKIVRMYSPVSILDI. The MHC is H-2-IAd with pseudo-sequence H-2-IAd. The binding affinity (normalized) is 0.585. (3) The peptide sequence is FSLECIMDVGEIQNK. The MHC is DRB4_0101 with pseudo-sequence DRB4_0103. The binding affinity (normalized) is 0.489. (4) The peptide sequence is PNWVRKVFIDTIPNI. The MHC is DRB1_1201 with pseudo-sequence DRB1_1201. The binding affinity (normalized) is 0.153.